Dataset: Forward reaction prediction with 1.9M reactions from USPTO patents (1976-2016). Task: Predict the product of the given reaction. (1) Given the reactants [CH3:1][C@H:2]1[N:7]([C:8]2[C:9]3[CH2:37][NH:36][CH2:35][CH2:34][C:10]=3[N:11]=[C:12]([C:14]3[CH:22]=[CH:21][CH:20]=[C:19]4[C:15]=3[C:16]([CH3:33])=[CH:17][N:18]4[S:23]([C:26]3[CH:32]=[CH:31][C:29]([CH3:30])=[CH:28][CH:27]=3)(=[O:25])=[O:24])[N:13]=2)[CH2:6][CH2:5][N:4]([C:38](=[O:40])[CH3:39])[CH2:3]1.FC(F)(F)S(O[C:47]1[CH:52]=[C:51]([C:53]2([CH3:57])[CH2:56][O:55][CH2:54]2)[CH:50]=[CH:49][C:48]=1[CH3:58])(=O)=O.C(=O)([O-])[O-].[Cs+].[Cs+], predict the reaction product. The product is: [CH3:1][C@H:2]1[N:7]([C:8]2[C:9]3[CH2:37][N:36]([C:49]4[CH:50]=[C:51]([C:53]5([CH3:57])[CH2:56][O:55][CH2:54]5)[CH:52]=[CH:47][C:48]=4[CH3:58])[CH2:35][CH2:34][C:10]=3[N:11]=[C:12]([C:14]3[CH:22]=[CH:21][CH:20]=[C:19]4[C:15]=3[C:16]([CH3:33])=[CH:17][N:18]4[S:23]([C:26]3[CH:32]=[CH:31][C:29]([CH3:30])=[CH:28][CH:27]=3)(=[O:24])=[O:25])[N:13]=2)[CH2:6][CH2:5][N:4]([C:38](=[O:40])[CH3:39])[CH2:3]1. (2) Given the reactants F[C:2]1[CH:7]=[CH:6][C:5]([N+:8]([O-:10])=[O:9])=[CH:4][C:3]=1[F:11].C([O-])([O-])=O.[K+].[K+].C(OC(=O)[CH2:22][C:23]#[N:24])C, predict the reaction product. The product is: [F:11][C:3]1[CH:4]=[C:5]([N+:8]([O-:10])=[O:9])[CH:6]=[CH:7][C:2]=1[CH2:22][C:23]#[N:24].